From a dataset of Full USPTO retrosynthesis dataset with 1.9M reactions from patents (1976-2016). Predict the reactants needed to synthesize the given product. (1) The reactants are: [Cl:1][C:2]1[CH:3]=[C:4]2[CH:10]=[C:9]([C:11]([NH:13][C@@H:14]([CH2:18][C:19]3[CH:24]=[CH:23][C:22]([F:25])=[CH:21][CH:20]=3)[C:15](O)=[O:16])=[O:12])[NH:8][C:5]2=[CH:6][N:7]=1.Cl.[CH3:27][N:28]([CH:41]1[CH2:46][CH2:45][NH:44][CH2:43][CH2:42]1)[S:29]([C:32]1[CH:37]=[CH:36][CH:35]=[CH:34][C:33]=1[N+:38]([O-:40])=[O:39])(=[O:31])=[O:30]. Given the product [F:25][C:22]1[CH:23]=[CH:24][C:19]([CH2:18][C@H:14]([NH:13][C:11]([C:9]2[NH:8][C:5]3=[CH:6][N:7]=[C:2]([Cl:1])[CH:3]=[C:4]3[CH:10]=2)=[O:12])[C:15]([N:44]2[CH2:43][CH2:42][CH:41]([N:28]([CH3:27])[S:29]([C:32]3[CH:37]=[CH:36][CH:35]=[CH:34][C:33]=3[N+:38]([O-:40])=[O:39])(=[O:31])=[O:30])[CH2:46][CH2:45]2)=[O:16])=[CH:20][CH:21]=1, predict the reactants needed to synthesize it. (2) The reactants are: [NH2:1][C:2]1[CH:7]=[CH:6][N:5]=[CH:4][CH:3]=1.[Cl:8][CH2:9][CH2:10][N:11]=[C:12]=[O:13].[N-]=C=O. Given the product [Cl:8][CH2:9][CH2:10][NH:11][C:12]([NH:1][C:2]1[CH:7]=[CH:6][N:5]=[CH:4][CH:3]=1)=[O:13], predict the reactants needed to synthesize it. (3) Given the product [Cl:16][C:10]1[CH:11]=[CH:12][C:6]2[CH:5]=[N:4][C:3]([S:2][CH3:1])=[N:8][C:7]=2[N:9]=1, predict the reactants needed to synthesize it. The reactants are: [CH3:1][S:2][C:3]1[N:4]=[CH:5][C:6]2[CH:12]=[CH:11][C:10](=O)[NH:9][C:7]=2[N:8]=1.O=P(Cl)(Cl)[Cl:16]. (4) Given the product [CH3:1][O:2][C:3]1[C:8]([O:9][CH3:10])=[C:7]([C:11]2[CH:12]=[N:13][N:14]([C:18]3[CH:33]=[CH:32][C:21]([C:22]([NH:24][CH2:25][CH:26]4[CH2:31][CH2:30][O:29][CH2:28][CH2:27]4)=[O:23])=[CH:20][N:19]=3)[C:15]=2[OH:16])[CH:6]=[CH:5][N:4]=1, predict the reactants needed to synthesize it. The reactants are: [CH3:1][O:2][C:3]1[C:8]([O:9][CH3:10])=[C:7]([C:11]2[CH:12]=[N:13][N:14]([C:18]3[CH:33]=[CH:32][C:21]([C:22]([NH:24][CH2:25][CH:26]4[CH2:31][CH2:30][O:29][CH2:28][CH2:27]4)=[O:23])=[CH:20][N:19]=3)[C:15]=2[O:16]C)[CH:6]=[CH:5][N:4]=1.[Cl-].[Li+]. (5) Given the product [N:11]1([CH2:10][C:2]2[N:3]([CH2:35][CH2:36][CH2:37][N:38]([CH3:40])[CH3:39])[C:4]3[CH:9]=[CH:8][CH:7]=[CH:6][C:5]=3[N:1]=2)[C@H:24]2[C@@H:15]([CH2:16][CH2:17][C:18]3[C:23]2=[N:22][CH:21]=[CH:20][CH:19]=3)[CH2:14][CH2:13][CH2:12]1, predict the reactants needed to synthesize it. The reactants are: [NH:1]1[C:5]2[CH:6]=[CH:7][CH:8]=[CH:9][C:4]=2[N:3]=[C:2]1[CH2:10][N:11]1[C@H:24]2[C@@H:15]([CH2:16][CH2:17][C:18]3[C:23]2=[N:22][CH:21]=[CH:20][CH:19]=3)[CH2:14][CH2:13][CH2:12]1.C(=O)([O-])[O-].[K+].[K+].[I-].[K+].Cl.Cl[CH2:35][CH2:36][CH2:37][N:38]([CH3:40])[CH3:39]. (6) The reactants are: [Cl:1][C:2]1[C:11]2[C:6](=[CH:7][CH:8]=[CH:9][CH:10]=2)[C:5]([OH:12])=[CH:4][N:3]=1.[Si](C=[N+]=[N-])(C)(C)[CH3:14]. Given the product [Cl:1][C:2]1[C:11]2[C:6](=[CH:7][CH:8]=[CH:9][CH:10]=2)[C:5]([O:12][CH3:14])=[CH:4][N:3]=1, predict the reactants needed to synthesize it.